Dataset: Reaction yield outcomes from USPTO patents with 853,638 reactions. Task: Predict the reaction yield, written as a fraction of the theoretical maximum amount of product (1.0 means a 100% yield; for example, 0.34 means a 34% yield). (1) The reactants are [I:1][C:2]1[CH:3]=[C:4]([CH:8]=[C:9]([N+:11]([O-:13])=[O:12])[CH:10]=1)[C:5]([OH:7])=[O:6].O=S(Cl)Cl.[CH3:18]O. No catalyst specified. The product is [CH3:18][O:6][C:5](=[O:7])[C:4]1[CH:8]=[C:9]([N+:11]([O-:13])=[O:12])[CH:10]=[C:2]([I:1])[CH:3]=1. The yield is 0.990. (2) The yield is 0.530. The product is [Cl:25][C:1]1[NH:2][C:10]([C:12]2[CH:17]=[CH:16][CH:15]=[CH:14][C:13]=2[F:18])=[CH:9][C:3]=1[C:4]([O:6][CH2:7][CH3:8])=[O:5]. No catalyst specified. The reactants are [C:1]([CH:3]([CH2:9][C:10]([C:12]1[CH:17]=[CH:16][CH:15]=[CH:14][C:13]=1[F:18])=O)[C:4]([O:6][CH2:7][CH3:8])=[O:5])#[N:2].C(OCC)(=O)C.[ClH:25]. (3) The reactants are FC(F)(F)C1C=C(NC(=O)NC2C=CC(C3SC(CCC(OC)=O)=NC=3)=CC=2)C=CC=1.[NH2:32][C:33]1[CH:38]=[CH:37][C:36]([C:39]2[S:43][C:42]([CH:44]3[CH2:49][CH2:48][CH:47]([CH2:50][C:51]([O:53][CH2:54][CH3:55])=[O:52])[CH2:46][CH2:45]3)=[N:41][CH:40]=2)=[CH:35][CH:34]=1.[F:56][C:57]1[CH:62]=[C:61]([F:63])[C:60]([F:64])=[CH:59][C:58]=1[N:65]=[C:66]=[O:67]. No catalyst specified. The product is [F:56][C:57]1[CH:62]=[C:61]([F:63])[C:60]([F:64])=[CH:59][C:58]=1[NH:65][C:66](=[O:67])[NH:32][C:33]1[CH:34]=[CH:35][C:36]([C:39]2[S:43][C:42]([CH:44]3[CH2:45][CH2:46][CH:47]([CH2:50][C:51]([O:53][CH2:54][CH3:55])=[O:52])[CH2:48][CH2:49]3)=[N:41][CH:40]=2)=[CH:37][CH:38]=1. The yield is 0.740.